Dataset: Reaction yield outcomes from USPTO patents with 853,638 reactions. Task: Predict the reaction yield, written as a fraction of the theoretical maximum amount of product (1.0 means a 100% yield; for example, 0.34 means a 34% yield). The reactants are [CH:1]1([O:6][C:7]2[N:12]=[CH:11][C:10]([NH2:13])=[CH:9][CH:8]=2)[CH2:5][CH2:4][CH2:3][CH2:2]1.Cl[C:15]([O:17][C:18]1[CH:23]=[CH:22][C:21]([N+:24]([O-:26])=[O:25])=[CH:20][CH:19]=1)=[O:16]. The catalyst is C1COCC1. The product is [N+:24]([C:21]1[CH:20]=[CH:19][C:18]([O:17][C:15](=[O:16])[NH:13][C:10]2[CH:11]=[N:12][C:7]([O:6][CH:1]3[CH2:2][CH2:3][CH2:4][CH2:5]3)=[CH:8][CH:9]=2)=[CH:23][CH:22]=1)([O-:26])=[O:25]. The yield is 0.770.